Dataset: Forward reaction prediction with 1.9M reactions from USPTO patents (1976-2016). Task: Predict the product of the given reaction. (1) Given the reactants [CH2:1]([C:3]1[CH:4]=[C:5]([C:21]2[CH2:26][CH2:25][N:24](C(OC(C)(C)C)=O)[CH2:23][CH:22]=2)[CH:6]=[CH:7][C:8]=1[N:9]([CH3:20])[C:10]1[N:15]=[CH:14][C:13]2[N:16]=[CH:17][N:18]([CH3:19])[C:12]=2[CH:11]=1)[CH3:2].FC(F)(F)C(O)=O, predict the reaction product. The product is: [CH2:1]([C:3]1[CH:4]=[C:5]([C:21]2[CH2:26][CH2:25][NH:24][CH2:23][CH:22]=2)[CH:6]=[CH:7][C:8]=1[N:9]([CH3:20])[C:10]1[N:15]=[CH:14][C:13]2[N:16]=[CH:17][N:18]([CH3:19])[C:12]=2[CH:11]=1)[CH3:2]. (2) Given the reactants C([O:8][C:9]1[CH:14]=[CH:13][C:12]([N:15]([CH3:65])[C:16]([C:18]2[CH:19]=[C:20]([C:27]3[CH:28]=[C:29]4[C:34](=[CH:35][C:36]=3[C:37]([N:39]3[C@H:48]([CH3:49])[CH2:47][C:46]5[C:41](=[CH:42][CH:43]=[CH:44][CH:45]=5)[CH2:40]3)=[O:38])[CH2:33][N:32]([C:50](=[O:64])[CH2:51][C:52]3[CH:57]=[CH:56][C:55]([O:58][CH2:59][CH2:60][N:61]([CH3:63])[CH3:62])=[CH:54][CH:53]=3)[CH2:31][CH2:30]4)[N:21]3[C:26]=2[CH2:25][CH2:24][CH2:23][CH2:22]3)=[O:17])=[CH:11][CH:10]=1)C1C=CC=CC=1, predict the reaction product. The product is: [CH3:63][N:61]([CH3:62])[CH2:60][CH2:59][O:58][C:55]1[CH:56]=[CH:57][C:52]([CH2:51][C:50]([N:32]2[CH2:31][CH2:30][C:29]3[C:34](=[CH:35][C:36]([C:37]([N:39]4[C@H:48]([CH3:49])[CH2:47][C:46]5[C:41](=[CH:42][CH:43]=[CH:44][CH:45]=5)[CH2:40]4)=[O:38])=[C:27]([C:20]4[N:21]5[C:26]([CH2:25][CH2:24][CH2:23][CH2:22]5)=[C:18]([C:16]([N:15]([C:12]5[CH:11]=[CH:10][C:9]([OH:8])=[CH:14][CH:13]=5)[CH3:65])=[O:17])[CH:19]=4)[CH:28]=3)[CH2:33]2)=[O:64])=[CH:53][CH:54]=1. (3) Given the reactants Cl[C:2]1[C:11]([CH:12]2[CH2:14][CH2:13]2)=[CH:10][C:9]2[C:4](=[N:5][CH:6]=[CH:7][CH:8]=2)[N:3]=1.CCN([CH2:20][CH3:21])CC.CN(C=[O:26])C.[CH2:27]1[CH2:31][O:30][CH2:29][CH2:28]1, predict the reaction product. The product is: [CH3:31][O:30][C:29](=[O:26])[CH2:28][CH2:27][CH2:20][CH2:21][C:2]1[C:11]([CH:12]2[CH2:14][CH2:13]2)=[CH:10][C:9]2[CH2:8][CH2:7][CH2:6][NH:5][C:4]=2[N:3]=1. (4) Given the reactants CCC(O[C:6]([CH:8]([CH3:10])[CH3:9])=[O:7])=O.[NH2:11][C:12]1[CH:17]=[CH:16][CH:15]=[CH:14][CH:13]=1.C(N([CH2:23][CH3:24])CC)C.C[OH:26], predict the reaction product. The product is: [CH3:10][CH:8]([CH3:9])[C:6](=[O:7])[CH2:24][C:23]([NH:11][C:12]1[CH:17]=[CH:16][CH:15]=[CH:14][CH:13]=1)=[O:26].